The task is: Predict the reactants needed to synthesize the given product.. This data is from Full USPTO retrosynthesis dataset with 1.9M reactions from patents (1976-2016). (1) Given the product [F:73][C:74]([F:79])([CH3:78])[C@H:75]([NH:77][C:30]([C:29]1[C:23]2[C:24](=[N:25][CH:26]=[C:21]([C:15]3[C:14]4[C:18](=[CH:19][C:11]([F:10])=[CH:12][CH:13]=4)[N:17]([CH3:20])[N:16]=3)[N:22]=2)[N:27]([CH2:33][O:34][CH2:35][CH2:36][Si:37]([CH3:40])([CH3:39])[CH3:38])[CH:28]=1)=[O:31])[CH3:76], predict the reactants needed to synthesize it. The reactants are: C(N(CC)C(C)C)(C)C.[F:10][C:11]1[CH:19]=[C:18]2[C:14]([C:15]([C:21]3[N:22]=[C:23]4[C:29]([C:30](O)=[O:31])=[CH:28][N:27]([CH2:33][O:34][CH2:35][CH2:36][Si:37]([CH3:40])([CH3:39])[CH3:38])[C:24]4=[N:25][CH:26]=3)=[N:16][N:17]2[CH3:20])=[CH:13][CH:12]=1.CN(C(ON1N=NC2C=CC=NC1=2)=[N+](C)C)C.F[P-](F)(F)(F)(F)F.O.FC(F)(F)C(O)=O.[F:73][C:74]([F:79])([CH3:78])[C@H:75]([NH2:77])[CH3:76]. (2) Given the product [F:3][C:4]1[CH:5]=[CH:6][C:7]([C:23]([N:25]2[C@H:34]([CH2:35][N:36]3[CH2:41][CH2:40][O:39][CH2:38][CH2:37]3)[CH2:33][C:32]3[C:27](=[CH:28][CH:29]=[CH:30][CH:31]=3)[CH2:26]2)=[O:24])=[C:8]([C:10]2[N:11]3[C:15](=[C:16]([C:18]([O:20][CH3:21])=[O:19])[CH:17]=2)[CH2:14][C@@H:13]([O:22][CH2:44][CH:43]=[CH2:42])[CH2:12]3)[CH:9]=1, predict the reactants needed to synthesize it. The reactants are: [H-].[Na+].[F:3][C:4]1[CH:5]=[CH:6][C:7]([C:23]([N:25]2[C@H:34]([CH2:35][N:36]3[CH2:41][CH2:40][O:39][CH2:38][CH2:37]3)[CH2:33][C:32]3[C:27](=[CH:28][CH:29]=[CH:30][CH:31]=3)[CH2:26]2)=[O:24])=[C:8]([C:10]2[N:11]3[C:15](=[C:16]([C:18]([O:20][CH3:21])=[O:19])[CH:17]=2)[CH2:14][C@@H:13]([OH:22])[CH2:12]3)[CH:9]=1.[CH2:42](Br)[CH:43]=[CH2:44]. (3) Given the product [F:1][C:2]([F:27])([F:26])[S:3]([O:46][C:36]1[C:35]([C:32]2[CH:31]=[CH:30][C:29]([Cl:28])=[CH:34][CH:33]=2)=[C:44]2[C:39]([CH:40]=[CH:41][CH:42]=[N:43]2)=[CH:38][C:37]=1[CH3:45])(=[O:5])=[O:4], predict the reactants needed to synthesize it. The reactants are: [F:1][C:2]([F:27])([F:26])[S:3](OC1C(C2C=CC(Cl)=CC=2)=C2C(=CC=1Cl)N=C(C)C=C2)(=[O:5])=[O:4].[Cl:28][C:29]1[CH:34]=[CH:33][C:32]([C:35]2[C:36]([OH:46])=[C:37]([CH3:45])[CH:38]=[C:39]3[C:44]=2[N:43]=[CH:42][CH:41]=[CH:40]3)=[CH:31][CH:30]=1. (4) Given the product [Cl:1][C:2]1[CH:7]=[CH:6][CH:5]=[CH:4][C:3]=1[C@H:8]([O:10][C:11]1[CH:15]=[C:14]([N:16]2[C:20]3[CH:21]=[C:22]([O:25][CH:26]4[CH2:31][CH2:30][N:29]([CH3:32])[CH2:28][CH2:27]4)[CH:23]=[CH:24][C:19]=3[N:18]=[CH:17]2)[S:13][C:12]=1[C:33]([NH2:39])=[O:35])[CH3:9], predict the reactants needed to synthesize it. The reactants are: [Cl:1][C:2]1[CH:7]=[CH:6][CH:5]=[CH:4][C:3]=1[C@H:8]([O:10][C:11]1[CH:15]=[C:14]([N:16]2[C:20]3[CH:21]=[C:22]([O:25][CH:26]4[CH2:31][CH2:30][N:29]([CH3:32])[CH2:28][CH2:27]4)[CH:23]=[CH:24][C:19]=3[N:18]=[CH:17]2)[S:13][C:12]=1[C:33]([O:35]C)=O)[CH3:9].CO.[NH3:39]. (5) Given the product [NH2:1][C:2]1[N:3]=[C:4]([O:13][CH2:12][CH2:11][OH:14])[CH:5]=[C:6]([NH2:8])[N:7]=1, predict the reactants needed to synthesize it. The reactants are: [NH2:1][C:2]1[N:7]=[C:6]([NH2:8])[CH:5]=[C:4](Cl)[N:3]=1.[Na].[CH2:11]([OH:14])[CH2:12][OH:13]. (6) The reactants are: BrC1C=CC(S([O:11][C@@H:12]2[CH2:16][N:15]([C:17]([O:19][C:20]([CH3:23])([CH3:22])[CH3:21])=[O:18])[C@H:14]([C:24]([O:26][CH3:27])=[O:25])[CH2:13]2)(=O)=O)=CC=1.[Br:28][C:29]1[C:38]2[C:33](=[CH:34][CH:35]=[CH:36][CH:37]=2)[CH:32]=[CH:31][C:30]=1O.C([O-])([O-])=O.[Cs+].[Cs+].O. Given the product [Br:28][C:29]1[C:38]2[C:33](=[CH:34][CH:35]=[CH:36][CH:37]=2)[CH:32]=[CH:31][C:30]=1[O:11][C@H:12]1[CH2:16][N:15]([C:17]([O:19][C:20]([CH3:21])([CH3:22])[CH3:23])=[O:18])[C@H:14]([C:24]([O:26][CH3:27])=[O:25])[CH2:13]1, predict the reactants needed to synthesize it. (7) Given the product [Br:1][C:2]1[CH:11]=[CH:10][C:9]2[N:8]=[CH:7][C:6]3[N:12]([C:35]([N:29]4[CH2:34][CH2:33][O:32][CH2:31][CH2:30]4)=[O:36])[C:13](=[O:26])[N:14]([C:15]4[CH:20]=[CH:19][C:18]([C:21]([CH3:24])([CH3:25])[C:22]#[N:23])=[CH:17][CH:16]=4)[C:5]=3[C:4]=2[CH:3]=1, predict the reactants needed to synthesize it. The reactants are: [Br:1][C:2]1[CH:11]=[CH:10][C:9]2[N:8]=[CH:7][C:6]3[NH:12][C:13](=[O:26])[N:14]([C:15]4[CH:20]=[CH:19][C:18]([C:21]([CH3:25])([CH3:24])[C:22]#[N:23])=[CH:17][CH:16]=4)[C:5]=3[C:4]=2[CH:3]=1.[H-].[Na+].[N:29]1([C:35](Cl)=[O:36])[CH2:34][CH2:33][O:32][CH2:31][CH2:30]1.